Dataset: Catalyst prediction with 721,799 reactions and 888 catalyst types from USPTO. Task: Predict which catalyst facilitates the given reaction. (1) Reactant: Cl.[CH3:2][C:3]1[CH:4]=[C:5]([C:9]2[N:10]=[C:11]([N:14]3[CH2:19][CH2:18][N:17](C(OC(C)(C)C)=O)[CH2:16][CH2:15]3)[S:12][CH:13]=2)[CH:6]=[CH:7][CH:8]=1. Product: [CH3:2][C:3]1[CH:4]=[C:5]([C:9]2[N:10]=[C:11]([N:14]3[CH2:19][CH2:18][NH:17][CH2:16][CH2:15]3)[S:12][CH:13]=2)[CH:6]=[CH:7][CH:8]=1. The catalyst class is: 13. (2) Reactant: COC1C=CC(C[N:8]2[CH:12]=[C:11]([C:13]3[N:14]=[C:15]([NH:21][C:22]4[N:27]=[C:26]([CH3:28])[CH:25]=[CH:24][N:23]=4)[S:16][C:17]=3[C:18](=[O:20])[CH3:19])[CH:10]=[N:9]2)=CC=1.FC(F)(F)S(O)(=O)=O.C([O-])([O-])=O.[Na+].[Na+]. Product: [CH3:28][C:26]1[CH:25]=[CH:24][N:23]=[C:22]([NH:21][C:15]2[S:16][C:17]([C:18](=[O:20])[CH3:19])=[C:13]([C:11]3[CH:12]=[N:8][NH:9][CH:10]=3)[N:14]=2)[N:27]=1. The catalyst class is: 67. (3) Reactant: [CH2:1]([O:8][C@@H:9]1[C@@H:17]([CH:18]=[O:19])[O:16][C@H:15]2[C@H:11]([N:12]=[C:13]([N:20]([CH3:28])[C:21](=[O:27])[O:22][C:23]([CH3:26])([CH3:25])[CH3:24])[S:14]2)[CH2:10]1)[C:2]1[CH:7]=[CH:6][CH:5]=[CH:4][CH:3]=1.[CH3:29][Mg+].[Br-]. Product: [CH2:1]([O:8][C@@H:9]1[C@@H:17]([CH:18]([OH:19])[CH3:29])[O:16][C@H:15]2[C@H:11]([N:12]=[C:13]([N:20]([CH3:28])[C:21](=[O:27])[O:22][C:23]([CH3:24])([CH3:25])[CH3:26])[S:14]2)[CH2:10]1)[C:2]1[CH:3]=[CH:4][CH:5]=[CH:6][CH:7]=1. The catalyst class is: 1. (4) Reactant: C(O[C:4]([C:6]1[CH:11]=[CH:10][CH:9]=[CH:8][N:7]=1)=[O:5])C.[CH3:12][C:13]([CH3:15])=[O:14].[H-].[Na+]. Product: [N:7]1[CH:8]=[CH:9][CH:10]=[CH:11][C:6]=1[C:4](=[O:5])[CH2:6][C:4](=[O:5])[CH2:12][C:13]([C:15]1[CH:11]=[CH:10][CH:9]=[CH:8][N:7]=1)=[O:14]. The catalyst class is: 7. (5) Reactant: [Li+].CC([N-]C(C)C)C.C(NC(C)C)(C)C.C([Li])CCC.[CH:21]1([C:24]([O:26][C:27]([CH3:30])([CH3:29])[CH3:28])=[O:25])[CH2:23][CH2:22]1.[F:31][C:32]1([F:39])[CH2:37][CH2:36][C:35](=[O:38])[CH2:34][CH2:33]1. Product: [F:31][C:32]1([F:39])[CH2:37][CH2:36][C:35]([C:21]2([C:24]([O:26][C:27]([CH3:30])([CH3:29])[CH3:28])=[O:25])[CH2:23][CH2:22]2)([OH:38])[CH2:34][CH2:33]1. The catalyst class is: 1. (6) Reactant: [NH2:1][CH:2]1[CH2:7][CH2:6][N:5]([C:8]([O:10][C:11]([CH3:14])([CH3:13])[CH3:12])=[O:9])[CH2:4][CH2:3]1.C(N(CC)CC)C.[Br:22][CH:23]([CH2:27][CH2:28][Br:29])[C:24](Cl)=[O:25].C([O-])(O)=O.[Na+]. Product: [Br:22][CH:23]([CH2:27][CH2:28][Br:29])[C:24]([NH:1][CH:2]1[CH2:3][CH2:4][N:5]([C:8]([O:10][C:11]([CH3:14])([CH3:13])[CH3:12])=[O:9])[CH2:6][CH2:7]1)=[O:25]. The catalyst class is: 4. (7) Reactant: [N:1]1([CH:7]2[CH2:12][CH2:11][CH:10]([C:13]([O:15]CC)=[O:14])[CH2:9][CH2:8]2)[CH2:5][CH2:4][CH2:3][C:2]1=[O:6].[O-]CC.[Na+]. Product: [N:1]1([C@H:7]2[CH2:8][CH2:9][C@H:10]([C:13]([OH:15])=[O:14])[CH2:11][CH2:12]2)[CH2:5][CH2:4][CH2:3][C:2]1=[O:6]. The catalyst class is: 8. (8) Reactant: O.[C:2]([O-:9])(=[O:8])[CH2:3][CH2:4][C:5]([O-:7])=[O:6].[NH4+].[NH4+].[C:12]1([CH3:22])[CH:17]=[CH:16]C(S(O)(=O)=O)=CC=1. Product: [C:2]([O:9][CH2:22][CH2:12][CH2:17][CH3:16])(=[O:8])[CH2:3][CH2:4][C:5]([O:7][CH2:2][CH2:3][CH2:4][CH3:5])=[O:6]. The catalyst class is: 51. (9) Reactant: Cl[C:2]1[N:3]=[CH:4][C:5]([C:8]([O:10][CH3:11])=[O:9])=[N:6][CH:7]=1.[S:12]1[CH:16]=[C:15]([CH2:17][OH:18])[N:14]=[CH:13]1.C(=O)([O-])[O-].[Cs+].[Cs+].CN(C=O)C. Product: [S:12]1[CH:16]=[C:15]([CH2:17][O:18][C:2]2[N:3]=[CH:4][C:5]([C:8]([O:10][CH3:11])=[O:9])=[N:6][CH:7]=2)[N:14]=[CH:13]1. The catalyst class is: 6.